Predict the reaction yield, written as a fraction of the theoretical maximum amount of product (1.0 means a 100% yield; for example, 0.34 means a 34% yield). From a dataset of Reaction yield outcomes from USPTO patents with 853,638 reactions. (1) The reactants are [CH2:1]([NH:8][CH2:9][C:10]1[CH:15]=[CH:14][CH:13]=[CH:12][CH:11]=1)[C:2]1[CH:7]=[CH:6][CH:5]=[CH:4][CH:3]=1.[CH2:16]([C@H:18]1[O:20][CH2:19]1)[Cl:17]. The product is [Cl:17][CH2:16][C@@H:18]([OH:20])[CH2:19][N:8]([CH2:1][C:2]1[CH:7]=[CH:6][CH:5]=[CH:4][CH:3]=1)[CH2:9][C:10]1[CH:15]=[CH:14][CH:13]=[CH:12][CH:11]=1. The yield is 0.920. The catalyst is [Cl-].[Zn+2].[Cl-].CS(C)=O. (2) The reactants are [CH:1]([S:4]([CH3:7])(=[O:6])=[O:5])([CH3:3])[CH3:2].CO.C[O-].[Na+].[C:13]([O:18][CH3:19])(=[O:17])[C:14]([O-])=[O:15].Cl. The catalyst is C1COCC1. The product is [CH:1]([S:4]([CH2:7][C:14](=[O:15])[C:13]([O:18][CH3:19])=[O:17])(=[O:6])=[O:5])([CH3:3])[CH3:2]. The yield is 0.280.